From a dataset of Full USPTO retrosynthesis dataset with 1.9M reactions from patents (1976-2016). Predict the reactants needed to synthesize the given product. (1) Given the product [C:6]([O:7][CH2:8][C:3]([CH2:11][O:12][CH3:13])([CH2:1][CH3:2])[CH2:4][OH:5])([CH3:14])([CH3:10])[CH3:9], predict the reactants needed to synthesize it. The reactants are: [CH2:1]([C:3]1([CH2:11][O:12][CH3:13])[CH2:8][O:7][C:6]([CH3:10])([CH3:9])[O:5][CH2:4]1)[CH3:2].[CH2:14](OCC)C.C[Mg]I.[Cl-].[NH4+]. (2) Given the product [F:1][C:2]1[N:7]=[CH:6][C:5]([CH2:8][CH2:9][CH2:10][CH2:11][CH2:12][CH2:13][CH:14]([OH:19])[C:15]([OH:17])=[O:16])=[CH:4][CH:3]=1, predict the reactants needed to synthesize it. The reactants are: [F:1][C:2]1[N:7]=[CH:6][C:5]([CH2:8][CH2:9][CH2:10][CH2:11][CH2:12][CH2:13][CH:14]([OH:19])[C:15]([O:17]C)=[O:16])=[CH:4][CH:3]=1.O1CCCC1.[OH-].[Li+]. (3) The reactants are: [F:1][C:2]1[CH:7]=[CH:6][C:5]([C:8]([N:10]2[CH2:15][CH2:14][CH2:13][C@H:12]([OH:16])[CH2:11]2)=[O:9])=[CH:4][CH:3]=1.[F:17][C:18]1[CH:19]=[C:20]([N:24]=[C:25]=[O:26])[CH:21]=[CH:22][CH:23]=1. Given the product [F:1][C:2]1[CH:7]=[CH:6][C:5]([C:8]([N:10]2[CH2:15][CH2:14][CH2:13][C@H:12]([O:16][C:25](=[O:26])[NH:24][C:20]3[CH:21]=[CH:22][CH:23]=[C:18]([F:17])[CH:19]=3)[CH2:11]2)=[O:9])=[CH:4][CH:3]=1, predict the reactants needed to synthesize it. (4) Given the product [C:14]([O:13][C:11]([N:9]1[CH2:8][CH:7]([CH2:6][CH2:5][CH2:4][C:3]([OH:18])=[O:2])[CH2:10]1)=[O:12])([CH3:17])([CH3:15])[CH3:16], predict the reactants needed to synthesize it. The reactants are: C[O:2][C:3](=[O:18])[CH2:4][CH2:5][CH2:6][CH:7]1[CH2:10][N:9]([C:11]([O:13][C:14]([CH3:17])([CH3:16])[CH3:15])=[O:12])[CH2:8]1.[OH-].[Na+]. (5) Given the product [CH2:16]([O:48][C:47](=[O:49])[N:46]([CH2:45][C:56]1[CH:80]=[CH:79][C:59]2[N:60]([CH:89]3[CH2:90][CH2:86][CH2:84][N:83]([C:4](=[O:6])[CH2:3][C:1]#[N:2])[CH2:87]3)[C:61]([NH:63][C:64](=[O:72])[C:65]3[CH:70]=[CH:69][C:68]([Cl:71])=[CH:67][CH:66]=3)=[N:62][C:58]=2[CH:57]=1)[C@H:50]([C:52]([CH3:55])([CH3:54])[CH3:53])[CH3:51])[C:17]1[CH:34]=[CH:32][CH:20]=[CH:19][CH:18]=1, predict the reactants needed to synthesize it. The reactants are: [C:1]([CH2:3][C:4]([OH:6])=O)#[N:2].CN(C(ON1N=N[C:17]2[CH:18]=[CH:19][CH:20]=N[C:16]1=2)=[N+](C)C)C.F[P-](F)(F)(F)(F)F.O[C:32]([C:34](F)(F)F)=O.C([CH:45]([C:56]1[CH:80]=[CH:79][C:59]2[N:60](C3CCCNC3)[C:61]([NH:63][C:64](=[O:72])[C:65]3[CH:70]=[CH:69][C:68]([Cl:71])=[CH:67][CH:66]=3)=[N:62][C:58]=2[CH:57]=1)[N:46]([C@H:50]([C:52]([CH3:55])([CH3:54])[CH3:53])[CH3:51])[C:47](=[O:49])[OH:48])C1C=CC=CC=1.CC[N:83]([CH:87]([CH3:89])C)[CH:84]([CH3:86])C.[CH3:90]N(C=O)C.